From a dataset of Forward reaction prediction with 1.9M reactions from USPTO patents (1976-2016). Predict the product of the given reaction. (1) Given the reactants C[O:2][C:3](=[O:16])[CH2:4][N:5]1[C:10]2[CH:11]=[CH:12][CH:13]=[CH:14][C:9]=2[O:8][CH2:7][C:6]1=[O:15].[OH-].[Na+], predict the reaction product. The product is: [O:15]=[C:6]1[N:5]([CH2:4][C:3]([OH:16])=[O:2])[C:10]2[CH:11]=[CH:12][CH:13]=[CH:14][C:9]=2[O:8][CH2:7]1. (2) Given the reactants [O:1]=[C:2]1[CH2:7][CH2:6][CH2:5][CH2:4][N:3]1[C:8]([O:10][C:11]([CH3:14])([CH3:13])[CH3:12])=[O:9].[CH:15]1[N:19]2[C:20]3[CH:28]=[CH:27][CH:26]=[CH:25][C:21]=3[CH2:22][CH2:23][CH2:24][C:18]2=[C:17]([CH:29]=O)[N:16]=1.[Cl-].[NH4+], predict the reaction product. The product is: [CH:15]1[N:19]2[C:20]3[CH:28]=[CH:27][CH:26]=[CH:25][C:21]=3[CH2:22][CH2:23][CH2:24][C:18]2=[C:17](/[CH:29]=[C:7]2/[C:2](=[O:1])[N:3]([C:8]([O:10][C:11]([CH3:14])([CH3:13])[CH3:12])=[O:9])[CH2:4][CH2:5][CH2:6]/2)[N:16]=1. (3) Given the reactants [F-].[K+].[F:3][C:4]([Si](C)(C)C)([F:6])[F:5].[Br:11][C:12]1[CH:13]=[N:14][C:15](I)=[N:16][CH:17]=1.N, predict the reaction product. The product is: [Br:11][C:12]1[CH:13]=[N:14][C:15]([C:4]([F:6])([F:5])[F:3])=[N:16][CH:17]=1. (4) Given the reactants [Cl:1][C:2]1[C:3]2[NH:10][CH:9]=[CH:8][C:4]=2[N:5]=[CH:6][N:7]=1.Br[CH2:12][C:13]([NH2:15])=[O:14].C(=O)([O-])[O-].[Cs+].[Cs+].CN(C)C=O, predict the reaction product. The product is: [Cl:1][C:2]1[C:3]2[N:10]([CH2:12][C:13]([NH2:15])=[O:14])[CH:9]=[CH:8][C:4]=2[N:5]=[CH:6][N:7]=1. (5) The product is: [O:1]=[C:2]1[CH2:7][N:6]([CH2:31][CH2:30][C:28]2[CH:27]=[CH:26][C:25]3[C:21](=[O:20])[O:22][CH2:23][C:24]=3[CH:29]=2)[CH2:5][CH2:4][N:3]1[CH:8]1[CH2:17][C:16]2[CH:15]=[C:14]([C:18]#[N:19])[CH:13]=[CH:12][C:11]=2[CH2:10][CH2:9]1. Given the reactants [O:1]=[C:2]1[CH2:7][NH:6][CH2:5][CH2:4][N:3]1[CH:8]1[CH2:17][C:16]2[CH:15]=[C:14]([C:18]#[N:19])[CH:13]=[CH:12][C:11]=2[CH2:10][CH2:9]1.[O:20]=[C:21]1[C:25]2[CH:26]=[CH:27][C:28]([CH2:30][CH:31]=O)=[CH:29][C:24]=2[CH2:23][O:22]1.[BH-](OC(C)=O)(OC(C)=O)OC(C)=O.[Na+], predict the reaction product. (6) Given the reactants [CH3:1][O:2][C:3](=[O:16])[C:4]1[CH:12]=[C:11]([N+:13]([O-])=O)[CH:10]=[C:6]([C:7]([OH:9])=O)[CH:5]=1.Cl.[CH3:18][N:19](C)[CH2:20][CH2:21][CH2:22]N=C=NCC.ON1C2C=CC=CC=2N=N1.C(NC)CC.C(N(CC)CC)C, predict the reaction product. The product is: [CH3:1][O:2][C:3](=[O:16])[C:4]1[CH:12]=[C:11]([NH2:13])[CH:10]=[C:6]([C:7]([N:19]([CH3:18])[CH2:20][CH2:21][CH3:22])=[O:9])[CH:5]=1. (7) Given the reactants Cl[C:2]1[CH:3]=[C:4]([CH:9]=[C:10]([CH:12]=[O:13])[N:11]=1)[C:5]([O:7][CH3:8])=[O:6].[O:14]1[CH:18]=[CH:17][CH:16]=[C:15]1B(O)O.C([O-])([O-])=O.[Na+].[Na+].CCOC(C)=O, predict the reaction product. The product is: [CH:12]([C:10]1[CH:9]=[C:4]([CH:3]=[C:2]([C:15]2[O:14][CH:18]=[CH:17][CH:16]=2)[N:11]=1)[C:5]([O:7][CH3:8])=[O:6])=[O:13]. (8) Given the reactants [Br:1][C:2]1[C:10]([O:11][C:12]([F:15])([F:14])[F:13])=[CH:9][C:5]([C:6]([OH:8])=[O:7])=[C:4]([N+:16]([O-:18])=[O:17])[CH:3]=1.[CH2:19](OC(=O)C1C=C(C(F)(F)F)C(Cl)=CC=1N)[CH3:20], predict the reaction product. The product is: [CH2:19]([O:7][C:6](=[O:8])[C:5]1[CH:9]=[C:10]([O:11][C:12]([F:14])([F:15])[F:13])[C:2]([Br:1])=[CH:3][C:4]=1[N+:16]([O-:18])=[O:17])[CH3:20]. (9) The product is: [C:1]([O:5][C:6]([N:8]1[CH2:13][CH2:12][CH:11]([NH:19][CH2:15][CH2:16][CH2:17][CH3:18])[CH2:10][CH2:9]1)=[O:7])([CH3:4])([CH3:3])[CH3:2]. Given the reactants [C:1]([O:5][C:6]([N:8]1[CH2:13][CH2:12][C:11](=O)[CH2:10][CH2:9]1)=[O:7])([CH3:4])([CH3:3])[CH3:2].[CH2:15]([NH2:19])[CH2:16][CH2:17][CH3:18], predict the reaction product.